Dataset: Catalyst prediction with 721,799 reactions and 888 catalyst types from USPTO. Task: Predict which catalyst facilitates the given reaction. (1) Reactant: Cl[CH:2]([CH2:5][CH2:6][CH2:7][CH2:8][CH2:9][CH2:10][CH2:11][CH2:12][CH2:13][CH3:14])[CH:3]=[O:4].[O:15]=[C:16]([C:23]1[CH:28]=[CH:27][CH:26]=[CH:25][CH:24]=1)/[CH:17]=[CH:18]/[C:19]([O:21][CH3:22])=[O:20]. Product: [CH2:5]([C@H:2]1[C@@H:18]([C:19]([O:21][CH3:22])=[O:20])[CH:17]=[C:16]([C:23]2[CH:28]=[CH:27][CH:26]=[CH:25][CH:24]=2)[O:15][C:3]1=[O:4])[CH2:6][CH2:7][CH2:8][CH2:9][CH2:10][CH2:11][CH2:12][CH2:13][CH3:14]. The catalyst class is: 22. (2) Reactant: [C:1]([C:5]1[N:10]=[CH:9][C:8]([C:11]2[N:12]([C:32]([N:34]3[CH2:39][CH2:38][CH:37]([CH2:40][C:41]([OH:43])=O)[CH2:36][CH2:35]3)=[O:33])[C@@:13]([C:25]3[CH:30]=[CH:29][C:28]([Cl:31])=[CH:27][CH:26]=3)([CH3:24])[C@@:14]([C:17]3[CH:22]=[CH:21][C:20]([Cl:23])=[CH:19][CH:18]=3)([CH3:16])[N:15]=2)=[C:7]([O:44][CH2:45][CH3:46])[CH:6]=1)([CH3:4])([CH3:3])[CH3:2].ON1C2C=[CH:54][CH:55]=[CH:56][C:51]=2[N:50]=N1.C(N(C(C)C)CC)(C)C.N1CCCC1. Product: [C:1]([C:5]1[N:10]=[CH:9][C:8]([C:11]2[N:12]([C:32]([N:34]3[CH2:39][CH2:38][CH:37]([CH2:40][C:41]([N:50]4[CH2:51][CH2:56][CH2:55][CH2:54]4)=[O:43])[CH2:36][CH2:35]3)=[O:33])[C@@:13]([C:25]3[CH:26]=[CH:27][C:28]([Cl:31])=[CH:29][CH:30]=3)([CH3:24])[C@@:14]([C:17]3[CH:22]=[CH:21][C:20]([Cl:23])=[CH:19][CH:18]=3)([CH3:16])[N:15]=2)=[C:7]([O:44][CH2:45][CH3:46])[CH:6]=1)([CH3:3])([CH3:4])[CH3:2]. The catalyst class is: 9. (3) Reactant: [CH3:1][O:2][C:3]1[CH:4]=[C:5]([C:9](=[O:13])[CH2:10][C:11]#[N:12])[CH:6]=[CH:7][CH:8]=1.[CH3:14][O:15][C:16]1[CH:22]=[CH:21][C:19]([NH2:20])=[CH:18][CH:17]=1. Product: [CH3:1][O:2][C:3]1[CH:4]=[C:5]([C:9](=[O:13])[CH2:10][C:11](=[NH:12])[NH:20][C:19]2[CH:21]=[CH:22][C:16]([O:15][CH3:14])=[CH:17][CH:18]=2)[CH:6]=[CH:7][CH:8]=1. The catalyst class is: 8. (4) Reactant: [CH3:1][O:2][C:3]1[CH:9]=[CH:8][C:7]([CH2:10][S:11](/[CH:14]=[CH:15]/[C:16]2[C:21]([O:22][CH3:23])=[CH:20][C:19]([O:24][CH3:25])=[CH:18][C:17]=2[O:26][CH3:27])(=[O:13])=[O:12])=[CH:6][C:4]=1[NH2:5].[H][H]. Product: [CH3:1][O:2][C:3]1[CH:9]=[CH:8][C:7]([CH2:10][S:11]([CH2:14][CH2:15][C:16]2[C:17]([O:26][CH3:27])=[CH:18][C:19]([O:24][CH3:25])=[CH:20][C:21]=2[O:22][CH3:23])(=[O:13])=[O:12])=[CH:6][C:4]=1[NH2:5]. The catalyst class is: 19. (5) Reactant: CCN(C(C)C)C(C)C.[OH:10][C:11]1[CH:12]=[CH:13][CH:14]=[C:15]2[C:20]=1[O:19][C:18](=[O:21])[C:17]([C:22]([OH:24])=O)=[CH:16]2.CN(C(ON1N=NC2C=CC=NC1=2)=[N+](C)C)C.F[P-](F)(F)(F)(F)F.[N:49]1[C:50]([C:58]2[CH:59]=[C:60]([NH2:64])[CH:61]=[CH:62][CH:63]=2)=[CH:51][N:52]2[CH:57]=[CH:56][CH:55]=[CH:54][C:53]=12. Product: [N:49]1[C:50]([C:58]2[CH:59]=[C:60]([NH:64][C:22]([C:17]3[C:18](=[O:21])[O:19][C:20]4[C:15]([CH:16]=3)=[CH:14][CH:13]=[CH:12][C:11]=4[OH:10])=[O:24])[CH:61]=[CH:62][CH:63]=2)=[CH:51][N:52]2[CH:57]=[CH:56][CH:55]=[CH:54][C:53]=12. The catalyst class is: 9. (6) The catalyst class is: 6. Reactant: Cl[C:2]1[C:3]2[N:10]([CH3:11])[CH:9]=[CH:8][C:4]=2[N:5]=[CH:6][N:7]=1.[NH2:12][C:13]1[CH:14]=[C:15]([OH:19])[CH:16]=[CH:17][CH:18]=1.C(=O)([O-])[O-].[K+].[K+].CN1CCCC1=O. Product: [CH3:11][N:10]1[C:3]2[C:2]([O:19][C:15]3[CH:14]=[C:13]([CH:18]=[CH:17][CH:16]=3)[NH2:12])=[N:7][CH:6]=[N:5][C:4]=2[CH:8]=[CH:9]1. (7) Reactant: C(OP([CH2:9][C:10]1[CH:15]=[CH:14][C:13]([NH:16][C:17](=[O:25])[O:18][CH2:19][CH2:20][Si:21]([CH3:24])([CH3:23])[CH3:22])=[CH:12][CH:11]=1)(OCC)=O)C.CC([O-])(C)C.[K+].C[O:33][CH:34](OC)[C:35]1[CH:42]=[CH:41][C:38]([CH:39]=O)=[C:37]([O:43][CH3:44])[CH:36]=1.OS([O-])(=O)=O.[Na+].C([O-])(O)=O.[Na+]. Product: [CH:34]([C:35]1[CH:42]=[CH:41][C:38](/[CH:39]=[CH:9]/[C:10]2[CH:11]=[CH:12][C:13]([NH:16][C:17](=[O:25])[O:18][CH2:19][CH2:20][Si:21]([CH3:22])([CH3:23])[CH3:24])=[CH:14][CH:15]=2)=[C:37]([O:43][CH3:44])[CH:36]=1)=[O:33]. The catalyst class is: 220. (8) Reactant: C1COCC1.[C:6]([C:10]1[C:15]([F:16])=[CH:14][C:13]([CH:17]2[CH2:19][CH:18]2[C:20]([O:22]CC)=[O:21])=[CH:12][C:11]=1[F:25])([CH3:9])([CH3:8])[CH3:7].[OH-].[Na+]. Product: [C:6]([C:10]1[C:11]([F:25])=[CH:12][C:13]([CH:17]2[CH2:19][CH:18]2[C:20]([OH:22])=[O:21])=[CH:14][C:15]=1[F:16])([CH3:9])([CH3:7])[CH3:8]. The catalyst class is: 5. (9) Reactant: [CH3:1][N:2]([CH3:33])[CH2:3][C:4]([N:6]1[CH2:10][CH2:9][CH:8]([O:11][C:12]2[CH:17]=[C:16]([F:18])[CH:15]=[CH:14][C:13]=2[NH:19][C:20]2[C:21]3[C:28]([CH3:29])=[C:27]([C:30]([OH:32])=O)[S:26][C:22]=3[N:23]=[CH:24][N:25]=2)[CH2:7]1)=[O:5].[NH3:34]. Product: [CH3:33][N:2]([CH3:1])[CH2:3][C:4]([N:6]1[CH2:10][CH2:9][CH:8]([O:11][C:12]2[CH:17]=[C:16]([F:18])[CH:15]=[CH:14][C:13]=2[NH:19][C:20]2[C:21]3[C:28]([CH3:29])=[C:27]([C:30]([NH2:34])=[O:32])[S:26][C:22]=3[N:23]=[CH:24][N:25]=2)[CH2:7]1)=[O:5]. The catalyst class is: 5. (10) Reactant: [C:1]1([CH2:7][CH2:8][C:9]([O:11]C2C=CC(C)=CC=2)=O)[CH:6]=[CH:5][CH:4]=[CH:3][CH:2]=1.[Cl-].[Al+3].[Cl-].[Cl-].[OH2:23]. Product: [OH:23][C:4]1[CH:5]=[CH:6][C:1]([CH3:7])=[CH:2][C:3]=1[C:9](=[O:11])[CH2:8][CH2:7][C:1]1[CH:2]=[CH:3][CH:4]=[CH:5][CH:6]=1. The catalyst class is: 11.